From a dataset of Forward reaction prediction with 1.9M reactions from USPTO patents (1976-2016). Predict the product of the given reaction. (1) The product is: [Cl:1][C:2]1[CH:18]=[C:17]([Cl:19])[CH:16]=[CH:15][C:3]=1[CH2:4][NH:5][C:6]([C:7]1[CH:12]=[CH:11][C:10](=[O:13])[N:9]([CH2:21][C:22]2[CH:23]=[CH:24][C:25]([S:28]([CH3:31])(=[O:30])=[O:29])=[CH:26][CH:27]=2)[CH:8]=1)=[O:14]. Given the reactants [Cl:1][C:2]1[CH:18]=[C:17]([Cl:19])[CH:16]=[CH:15][C:3]=1[CH2:4][NH:5][C:6](=[O:14])[C:7]1[CH:12]=[CH:11][C:10]([OH:13])=[N:9][CH:8]=1.Br[CH2:21][C:22]1[CH:27]=[CH:26][C:25]([S:28]([CH3:31])(=[O:30])=[O:29])=[CH:24][CH:23]=1.C(=O)([O-])[O-].[K+].[K+], predict the reaction product. (2) Given the reactants [OH:1][C:2]1[CH:9]=[CH:8][C:5]([CH:6]=[O:7])=[CH:4][CH:3]=1.C(=O)([O-])[O-].[K+].[K+].[Cl:16][CH2:17][CH2:18][N:19]1[CH2:24][CH2:23][S:22][CH2:21][CH2:20]1.C(OCC)(=O)C.Cl, predict the reaction product. The product is: [ClH:16].[S:22]1[CH2:23][CH2:24][N:19]([CH2:18][CH2:17][O:1][C:2]2[CH:9]=[CH:8][C:5]([CH:6]=[O:7])=[CH:4][CH:3]=2)[CH2:20][CH2:21]1. (3) Given the reactants [CH3:1][O:2][CH2:3][C@H:4]([O:6][C:7]1[CH:16]=[C:15]2[C:10]([CH:11]=[CH:12][C:13]([CH3:17])=[N:14]2)=[CH:9][CH:8]=1)[CH3:5].[Se](=O)=[O:19], predict the reaction product. The product is: [CH3:1][O:2][CH2:3][C@H:4]([O:6][C:7]1[CH:16]=[C:15]2[C:10]([CH:11]=[CH:12][C:13]([CH:17]=[O:19])=[N:14]2)=[CH:9][CH:8]=1)[CH3:5].